Task: Predict the reactants needed to synthesize the given product.. Dataset: Full USPTO retrosynthesis dataset with 1.9M reactions from patents (1976-2016) (1) Given the product [F:1][C:2]1[CH:3]=[CH:4][C:5]([CH2:6][C:7]2[CH:8]=[C:9]3[C:10]([C:13]([OH:14])=[C:31]([C:32]([O:34][CH2:35][CH3:36])=[O:33])[C:30](=[O:37])[N:18]3[CH2:19][CH2:20][N:21]3[CH2:25][CH2:24][CH2:23][C:22]3=[O:26])=[N:11][CH:12]=2)=[CH:27][CH:28]=1, predict the reactants needed to synthesize it. The reactants are: [F:1][C:2]1[CH:28]=[CH:27][C:5]([CH2:6][C:7]2[CH:8]=[C:9]([NH:18][CH2:19][CH2:20][N:21]3[CH2:25][CH2:24][CH2:23][C:22]3=[O:26])[C:10]([C:13](OCC)=[O:14])=[N:11][CH:12]=2)=[CH:4][CH:3]=1.Cl[C:30](=[O:37])[CH2:31][C:32]([O:34][CH2:35][CH3:36])=[O:33]. (2) Given the product [Cl:20][C:17]1[CH:18]=[CH:19][C:14]([N:11]2[CH2:10][CH2:9][NH:8][CH2:13][CH2:12]2)=[C:15]([CH:16]=1)[C:21]#[N:22], predict the reactants needed to synthesize it. The reactants are: C(OC([N:8]1[CH2:13][CH2:12][N:11]([C:14]2[CH:19]=[CH:18][C:17]([Cl:20])=[CH:16][C:15]=2[C:21]#[N:22])[CH2:10][CH2:9]1)=O)(C)(C)C.FC(F)(F)C(O)=O.